This data is from Forward reaction prediction with 1.9M reactions from USPTO patents (1976-2016). The task is: Predict the product of the given reaction. (1) Given the reactants [N:1]1([C:10]2[N:15]=[C:14]([NH:16][CH:17]3[CH2:22][CH2:21][O:20][CH2:19][CH2:18]3)[C:13]([NH2:23])=[C:12]([C:24]3[CH:29]=[CH:28][CH:27]=[CH:26][CH:25]=3)[N:11]=2)[C:5]2[CH:6]=[CH:7][CH:8]=[CH:9][C:4]=2[N:3]=[CH:2]1.C1N=CN([C:35](N2C=NC=C2)=[O:36])C=1, predict the reaction product. The product is: [N:1]1([C:10]2[N:15]=[C:14]3[C:13]([NH:23][C:35](=[O:36])[N:16]3[CH:17]3[CH2:18][CH2:19][O:20][CH2:21][CH2:22]3)=[C:12]([C:24]3[CH:29]=[CH:28][CH:27]=[CH:26][CH:25]=3)[N:11]=2)[C:5]2[CH:6]=[CH:7][CH:8]=[CH:9][C:4]=2[N:3]=[CH:2]1. (2) Given the reactants [NH2:1][C:2]1[C:11]([N+:12]([O-])=O)=[CH:10][C:9]([Br:15])=[C:8]([O:16][CH3:17])[C:3]=1[C:4]([O:6][CH3:7])=[O:5].O.O.[Sn](Cl)Cl.C(=O)(O)[O-].[Na+].O.[F:29][C:30]1[CH:35]=[C:34]([F:36])[CH:33]=[CH:32][C:31]=1[C:37]([CH:39]=O)=O, predict the reaction product. The product is: [Br:15][C:9]1[C:8]([O:16][CH3:17])=[C:3]([C:4]([O:6][CH3:7])=[O:5])[C:2]2[N:1]=[C:37]([C:31]3[CH:32]=[CH:33][C:34]([F:36])=[CH:35][C:30]=3[F:29])[CH:39]=[N:12][C:11]=2[CH:10]=1. (3) Given the reactants [Br:1][C:2]1[CH:9]=[C:8]([Br:10])[C:7]([O:11][C:12]2[CH:17]=[CH:16][C:15]([N+:18]([O-:20])=[O:19])=[CH:14][C:13]=2[F:21])=[CH:6][C:3]=1[CH:4]=O.[CH3:22][NH:23][NH2:24], predict the reaction product. The product is: [Br:1][C:2]1[CH:9]=[C:8]([Br:10])[C:7]([O:11][C:12]2[CH:17]=[CH:16][C:15]([N+:18]([O-:20])=[O:19])=[CH:14][C:13]=2[F:21])=[CH:6][C:3]=1[CH:4]=[N:24][NH:23][CH3:22]. (4) Given the reactants [Cl:1][C:2]1[CH:7]=[C:6]([Cl:8])[CH:5]=[CH:4][C:3]=1[C:9]([C:11]1[N:15]([CH2:16][CH2:17][NH:18]C(=O)OC(C)(C)C)[C:14]2[C:26]([N:30]([CH2:33][CH3:34])[CH2:31][CH3:32])=[CH:27][CH:28]=[CH:29][C:13]=2[N:12]=1)=O.Cl, predict the reaction product. The product is: [Cl:1][C:2]1[CH:7]=[C:6]([Cl:8])[CH:5]=[CH:4][C:3]=1[C:9]1[C:11]2=[N:12][C:13]3[C:14](=[C:26]([N:30]([CH2:33][CH3:34])[CH2:31][CH3:32])[CH:27]=[CH:28][CH:29]=3)[N:15]2[CH2:16][CH2:17][N:18]=1. (5) Given the reactants Cl[C:2]1[C:11]([CH:12]=[O:13])=[CH:10][C:9]2[C:4](=[CH:5][CH:6]=[CH:7][CH:8]=2)[N:3]=1.C([O-])([O-])=O.[Na+].[Na+].C(B(CC)[C:23]1[CH:24]=[N:25][CH:26]=[CH:27][CH:28]=1)C, predict the reaction product. The product is: [N:25]1[CH:26]=[CH:27][CH:28]=[C:23]([C:2]2[C:11]([CH:12]=[O:13])=[CH:10][C:9]3[C:4](=[CH:5][CH:6]=[CH:7][CH:8]=3)[N:3]=2)[CH:24]=1. (6) The product is: [C:1]([O:6][CH2:7][CH2:8][CH2:9][CH2:10][CH2:11][CH2:12][O:13][C:14]1[CH:15]=[CH:16][C:17]([C:18]([O:20][C:24]2[CH:76]=[CH:75][C:27]([CH2:28][NH:29][C:30]3[C:39]4[C:34](=[CH:35][CH:36]=[CH:37][CH:38]=4)[C:33](/[N:40]=[N:41]/[C:42]4[C:51]5[C:46](=[CH:47][CH:48]=[CH:49][CH:50]=5)[C:45](/[N:52]=[N:53]/[C:54]5[CH:73]=[CH:72][C:57]([C:58]([O:60][C:61]6[CH:62]=[CH:63][C:64]([CH2:67][CH2:68][CH2:69][CH2:70][CH3:71])=[CH:65][CH:66]=6)=[O:59])=[CH:56][C:55]=5[CH3:74])=[CH:44][CH:43]=4)=[CH:32][CH:31]=3)=[CH:26][CH:25]=2)=[O:19])=[CH:21][CH:22]=1)(=[O:5])[C:2]([CH3:4])=[CH2:3]. Given the reactants [C:1]([O:6][CH2:7][CH2:8][CH2:9][CH2:10][CH2:11][CH2:12][O:13][C:14]1[CH:22]=[CH:21][C:17]([C:18]([OH:20])=[O:19])=[CH:16][CH:15]=1)(=[O:5])[C:2]([CH3:4])=[CH2:3].O[C:24]1[CH:76]=[CH:75][C:27]([CH2:28][NH:29][C:30]2[C:39]3[C:34](=[CH:35][CH:36]=[CH:37][CH:38]=3)[C:33](/[N:40]=[N:41]/[C:42]3[C:51]4[C:46](=[CH:47][CH:48]=[CH:49][CH:50]=4)[C:45](/[N:52]=[N:53]/[C:54]4[CH:73]=[CH:72][C:57]([C:58]([O:60][C:61]5[CH:66]=[CH:65][C:64]([CH2:67][CH2:68][CH2:69][CH2:70][CH3:71])=[CH:63][CH:62]=5)=[O:59])=[CH:56][C:55]=4[CH3:74])=[CH:44][CH:43]=3)=[CH:32][CH:31]=2)=[CH:26][CH:25]=1, predict the reaction product.